This data is from Forward reaction prediction with 1.9M reactions from USPTO patents (1976-2016). The task is: Predict the product of the given reaction. The product is: [OH:4][CH2:5][C:6]1[C:14]([S:15]([CH3:18])(=[O:17])=[O:16])=[CH:13][C:12]2[N:11]3[CH2:19][CH2:20][N:21]([C:26]4[N:31]=[C:30]([C:32]([F:35])([F:34])[F:33])[C:29]([C:36]([OH:38])([CH3:41])[CH3:37])=[CH:28][N:27]=4)[CH:22]([CH:23]([CH3:25])[CH3:24])[C:10]3=[CH:9][C:8]=2[CH:7]=1. Given the reactants C([O:4][CH2:5][C:6]1[C:14]([S:15]([CH3:18])(=[O:17])=[O:16])=[CH:13][C:12]2[N:11]3[CH2:19][CH2:20][N:21]([C:26]4[N:31]=[C:30]([C:32]([F:35])([F:34])[F:33])[C:29]([C:36](=[O:38])[CH3:37])=[CH:28][N:27]=4)[CH:22]([CH:23]([CH3:25])[CH3:24])[C:10]3=[CH:9][C:8]=2[CH:7]=1)(=O)C.[Li+].[Cl-].[CH2:41]1COCC1.C[Mg]Cl.[NH4+].[Cl-], predict the reaction product.